Task: Predict the reaction yield, written as a fraction of the theoretical maximum amount of product (1.0 means a 100% yield; for example, 0.34 means a 34% yield).. Dataset: Reaction yield outcomes from USPTO patents with 853,638 reactions (1) The reactants are Cl.[C:2]([C@@H:4]1[CH2:8][C@H:7]([F:9])[CH2:6][NH:5]1)#[N:3].C(N(CC)CC)C.[C:17]([C:21]1[CH:26]=[C:25]([CH3:27])[C:24]([S:28](F)=[O:29])=[C:23]([CH3:31])[CH:22]=1)([CH3:20])([CH3:19])[CH3:18].CCCCC. The catalyst is ClCCl. The product is [C:17]([C:21]1[CH:22]=[C:23]([CH3:31])[C:24]([S:28]([N:5]2[CH2:6][C@@H:7]([F:9])[CH2:8][C@H:4]2[C:2]#[N:3])=[O:29])=[C:25]([CH3:27])[CH:26]=1)([CH3:20])([CH3:19])[CH3:18]. The yield is 0.800. (2) The reactants are [C:1]([C:3]1[CH:19]=[CH:18][C:6]([CH2:7][N:8]([CH3:17])[CH2:9][C:10]([O:12][C:13]([CH3:16])([CH3:15])[CH3:14])=[O:11])=[C:5]([Cl:20])[CH:4]=1)#[N:2].[NH2:21][OH:22]. The catalyst is C(O)C. The product is [Cl:20][C:5]1[CH:4]=[C:3]([C:1](=[N:21][OH:22])[NH2:2])[CH:19]=[CH:18][C:6]=1[CH2:7][N:8]([CH3:17])[CH2:9][C:10]([O:12][C:13]([CH3:15])([CH3:14])[CH3:16])=[O:11]. The yield is 0.760.